Predict which catalyst facilitates the given reaction. From a dataset of Catalyst prediction with 721,799 reactions and 888 catalyst types from USPTO. (1) Reactant: [NH2:1][CH2:2][CH2:3][C:4]1[CH:9]=[CH:8][C:7]([OH:10])=[CH:6][CH:5]=1.[CH3:11][CH:12]([CH3:19])[N:13]=[C:14]=[N:15][CH:16]([CH3:18])[CH3:17]. Product: [NH2:1][CH2:2][CH2:3][C:4]1[CH:9]=[CH:8][C:7]([OH:10])=[CH:6][CH:5]=1.[CH3:11][CH:12]([CH3:19])[N:13]=[C:14]=[N:15][CH:16]([CH3:18])[CH3:17]. The catalyst class is: 32. (2) Reactant: [CH:1]1([C@@H:5]([NH:7][S:8]([C:10]([CH3:13])([CH3:12])[CH3:11])=[O:9])[CH3:6])[CH2:4][CH2:3][CH2:2]1.[H-].[Na+].Br[CH2:17][C:18]1[CH:23]=[CH:22][C:21]([F:24])=[CH:20][CH:19]=1. Product: [CH:1]1([C@@H:5]([N:7]([CH2:17][C:18]2[CH:23]=[CH:22][C:21]([F:24])=[CH:20][CH:19]=2)[S:8]([C:10]([CH3:12])([CH3:11])[CH3:13])=[O:9])[CH3:6])[CH2:4][CH2:3][CH2:2]1. The catalyst class is: 3. (3) Reactant: [Cl:1][C:2]1[CH:7]=[C:6](Cl)[N:5]=[C:4]2[N:9]([CH3:12])[N:10]=[CH:11][C:3]=12.[CH3:13][O:14][C:15]1[CH:20]=[C:19](B(O)O)[CH:18]=[CH:17][N:16]=1.CC([O-])=O.[K+]. Product: [Cl:1][C:2]1[CH:7]=[C:6]([C:19]2[CH:18]=[CH:17][N:16]=[C:15]([O:14][CH3:13])[CH:20]=2)[N:5]=[C:4]2[N:9]([CH3:12])[N:10]=[CH:11][C:3]=12. The catalyst class is: 10. (4) Reactant: Cl[C:2]1[CH:11]=[C:10]([C:12]#[N:13])[C:5]([C:6]([O:8][CH3:9])=[O:7])=[C:4]([NH:14][C:15]2[CH:20]=[CH:19][C:18]([F:21])=[C:17]([CH3:22])[CH:16]=2)[N:3]=1.CCN(CC)CC.[NH2:30][C@@H:31]1[CH2:36][CH2:35][CH2:34][CH2:33][C@@H:32]1[NH:37][C:38](=[O:44])[O:39][C:40]([CH3:43])([CH3:42])[CH3:41].O. Product: [C:40]([O:39][C:38]([NH:37][C@H:32]1[CH2:33][CH2:34][CH2:35][CH2:36][C@H:31]1[NH:30][C:2]1[CH:11]=[C:10]([C:12]#[N:13])[C:5]([C:6]([O:8][CH3:9])=[O:7])=[C:4]([NH:14][C:15]2[CH:20]=[CH:19][C:18]([F:21])=[C:17]([CH3:22])[CH:16]=2)[N:3]=1)=[O:44])([CH3:43])([CH3:41])[CH3:42]. The catalyst class is: 49. (5) Product: [C:1]([O:4][C@H:5]1[CH2:22][CH2:21][C@@:20]2([CH3:23])[C@@H:7]([CH2:8][CH2:9][C@:10]3([CH3:34])[C@@H:19]2[CH2:18][CH2:17][C@H:16]2[C@@:11]3([CH3:33])[CH2:12][CH2:13][C@@:14]3([C:30](=[O:31])[NH:37][C@H:38]4[CH2:41][C@@H:40]([C:42]([N:44]5[CH2:49][CH2:48][CH2:47][CH2:46][CH2:45]5)=[O:43])[C:39]4([CH3:51])[CH3:50])[CH2:26][CH2:25][C@@H:24]([C:27]([CH3:29])=[CH2:28])[C@@H:15]32)[C:6]1([CH3:36])[CH3:35])(=[O:3])[CH3:2]. The catalyst class is: 2. Reactant: [C:1]([O:4][C@H:5]1[CH2:22][CH2:21][C@@:20]2([CH3:23])[C@@H:7]([CH2:8][CH2:9][C@:10]3([CH3:34])[C@@H:19]2[CH2:18][CH2:17][C@H:16]2[C@@:11]3([CH3:33])[CH2:12][CH2:13][C@@:14]3([C:30](O)=[O:31])[CH2:26][CH2:25][C@@H:24]([C:27]([CH3:29])=[CH2:28])[C@@H:15]32)[C:6]1([CH3:36])[CH3:35])(=[O:3])[CH3:2].[NH2:37][C@H:38]1[CH2:41][C@@H:40]([C:42]([N:44]2[CH2:49][CH2:48][CH2:47][CH2:46][CH2:45]2)=[O:43])[C:39]1([CH3:51])[CH3:50].CCN(CC)CC. (6) Reactant: ClC1C=C(C=CC=1)C(OO)=[O:6].[CH3:12][C:13]([CH3:42])([CH3:41])[CH:14]([C:29]1[CH:34]=[CH:33][C:32]([C:35]2[O:39][C:38]([NH2:40])=[N:37][N:36]=2)=[CH:31][CH:30]=1)[C:15]1[CH:20]=[CH:19][C:18]([O:21][CH2:22][C:23]2[CH:28]=[CH:27][CH:26]=[CH:25][N:24]=2)=[CH:17][CH:16]=1.C(=O)(O)[O-].[Na+]. Product: [CH3:12][C:13]([CH3:42])([CH3:41])[CH:14]([C:29]1[CH:34]=[CH:33][C:32]([C:35]2[O:39][C:38]([NH2:40])=[N:37][N:36]=2)=[CH:31][CH:30]=1)[C:15]1[CH:16]=[CH:17][C:18]([O:21][CH2:22][C:23]2[CH:28]=[CH:27][CH:26]=[CH:25][N+:24]=2[O-:6])=[CH:19][CH:20]=1. The catalyst class is: 2. (7) Reactant: [CH3:1][CH:2]1[CH:7]([C:8]([N:10]2[CH2:14][CH2:13][CH2:12][CH2:11]2)=[O:9])[CH2:6][CH2:5][N:4](C(OC(C)(C)C)=O)[CH2:3]1.[ClH:22]. Product: [ClH:22].[CH3:1][CH:2]1[CH:7]([C:8]([N:10]2[CH2:14][CH2:13][CH2:12][CH2:11]2)=[O:9])[CH2:6][CH2:5][NH:4][CH2:3]1. The catalyst class is: 12. (8) Reactant: [Cl:1][C:2]1[CH:7]=[CH:6][C:5]([C:8]2[O:12][N:11]=[CH:10][C:9]=2[C:13]([OH:15])=O)=[CH:4][CH:3]=1.CN(C(ON1N=NC2C=CC=CC1=2)=[N+](C)C)C.[B-](F)(F)(F)F.Cl.[NH:39]1[CH2:44][CH2:43][CH2:42][C@@H:41]([C:45]([OH:48])([CH3:47])[CH3:46])[CH2:40]1.C(N(CC)CC)C. Product: [Cl:1][C:2]1[CH:3]=[CH:4][C:5]([C:8]2[O:12][N:11]=[CH:10][C:9]=2[C:13]([N:39]2[CH2:44][CH2:43][CH2:42][C@@H:41]([C:45]([OH:48])([CH3:47])[CH3:46])[CH2:40]2)=[O:15])=[CH:6][CH:7]=1. The catalyst class is: 343. (9) The catalyst class is: 4. Reactant: C([O:5][C:6](=[O:36])[CH2:7][C:8]1[C:9]([CH3:35])=[N:10][N:11]([CH2:14][C:15]2[CH:20]=[CH:19][C:18]([NH:21][C:22]([C:24]3[O:25][C:26]4[C:33]([Cl:34])=[CH:32][CH:31]=[CH:30][C:27]=4[C:28]=3[CH3:29])=[O:23])=[CH:17][CH:16]=2)[C:12]=1[CH3:13])(C)(C)C.FC(F)(F)C(O)=O. Product: [Cl:34][C:33]1[C:26]2[O:25][C:24]([C:22]([NH:21][C:18]3[CH:19]=[CH:20][C:15]([CH2:14][N:11]4[C:12]([CH3:13])=[C:8]([CH2:7][C:6]([OH:36])=[O:5])[C:9]([CH3:35])=[N:10]4)=[CH:16][CH:17]=3)=[O:23])=[C:28]([CH3:29])[C:27]=2[CH:30]=[CH:31][CH:32]=1.